From a dataset of Reaction yield outcomes from USPTO patents with 853,638 reactions. Predict the reaction yield, written as a fraction of the theoretical maximum amount of product (1.0 means a 100% yield; for example, 0.34 means a 34% yield). (1) The reactants are [CH3:1][O:2][C:3](=[O:34])[C@@H:4]([NH:15][C:16](=[O:33])[CH2:17][CH:18]1[CH2:23][CH2:22][C:21]([N:30]([CH3:32])[CH3:31])([C:24]2[CH:29]=[CH:28][CH:27]=[CH:26][CH:25]=2)[CH2:20][CH2:19]1)[CH2:5][C:6]1[C:14]2[C:9](=[CH:10][CH:11]=[CH:12][CH:13]=2)[NH:8][CH:7]=1.[Cl:35][Si](C)(C)C.CCOCC. The catalyst is CC(CC)=O. The product is [ClH:35].[CH3:1][O:2][C:3](=[O:34])[C@@H:4]([NH:15][C:16](=[O:33])[CH2:17][CH:18]1[CH2:19][CH2:20][C:21]([N:30]([CH3:31])[CH3:32])([C:24]2[CH:29]=[CH:28][CH:27]=[CH:26][CH:25]=2)[CH2:22][CH2:23]1)[CH2:5][C:6]1[C:14]2[C:9](=[CH:10][CH:11]=[CH:12][CH:13]=2)[NH:8][CH:7]=1. The yield is 0.960. (2) The reactants are [N:1]([C:4]1[C:9]([F:10])=[CH:8][N:7]=[CH:6][C:5]=1/[CH:11]=[N:12]/[C:13]1[C:20]([Cl:21])=[CH:19][C:18]([Br:22])=[CH:17][C:14]=1[C:15]#[N:16])=[N+]=[N-]. The catalyst is C1(C)C=CC=CC=1. The product is [Br:22][C:18]1[CH:19]=[C:20]([Cl:21])[C:13]([N:12]2[CH:11]=[C:5]3[CH:6]=[N:7][CH:8]=[C:9]([F:10])[C:4]3=[N:1]2)=[C:14]([CH:17]=1)[C:15]#[N:16]. The yield is 0.580. (3) The reactants are [CH3:1][O:2][C@H:3]1[CH2:20][C@@:18]2([CH3:19])[C@@H:14]([CH2:15][CH2:16][C:17]2=[CH2:21])[C@H:13]2[C@H:4]1[C@:5]1([CH3:26])[C@@H:10]([CH2:11][CH2:12]2)[CH2:9][C@H:8]([O:22][CH2:23][O:24][CH3:25])[CH2:7][CH2:6]1.B1C2CCCC1CCC2.[OH:36]O.[OH-].[Na+]. The catalyst is C1COCC1.O. The product is [CH3:1][O:2][C@H:3]1[CH2:20][C@@:18]2([CH3:19])[C@@H:14]([CH2:15][CH2:16][C@@H:17]2[CH2:21][OH:36])[C@H:13]2[C@H:4]1[C@:5]1([CH3:26])[C@@H:10]([CH2:11][CH2:12]2)[CH2:9][C@H:8]([O:22][CH2:23][O:24][CH3:25])[CH2:7][CH2:6]1. The yield is 0.830. (4) The reactants are C[Si](C)(C)CCOC([NH:8][CH2:9][C@@H:10]([NH:18][C:19](=[O:25])[O:20][C:21]([CH3:24])([CH3:23])[CH3:22])[CH2:11][CH:12]1[CH2:17][CH2:16][CH2:15][CH2:14][CH2:13]1)=O.[N+](CC)(CC)(CC)CC.[F-]. The catalyst is CC#N. The product is [NH2:8][CH2:9][C@@H:10]([NH:18][C:19](=[O:25])[O:20][C:21]([CH3:23])([CH3:22])[CH3:24])[CH2:11][CH:12]1[CH2:17][CH2:16][CH2:15][CH2:14][CH2:13]1. The yield is 0.800. (5) The reactants are [CH:1]1[C:13]2[C:12](=[CH:14][C:15]([NH:17][CH2:18][CH2:19][CH2:20][CH2:21][CH2:22][C:23](O)=[O:24])=[O:16])[C:11]3[C:6](=[CH:7][CH:8]=[CH:9][CH:10]=3)[C:5]=2[CH:4]=[CH:3][CH:2]=1.Cl.C(N=C=NCCCN(C)C)C.OC1C2N=NNC=2C=CC=1.C(N(CC)CC)C.[F:55][C:56]([F:66])([F:65])[C:57]1[CH:62]=[CH:61][C:60]([NH2:63])=[C:59]([NH2:64])[CH:58]=1. The catalyst is [Cl-].[Na+].O.CN(C=O)C. The product is [CH:10]1[C:11]2[C:12](=[CH:14][C:15]([NH:17][CH2:18][CH2:19][CH2:20][CH2:21][CH2:22][C:23]([NH:63][C:60]3[CH:61]=[CH:62][C:57]([C:56]([F:65])([F:66])[F:55])=[CH:58][C:59]=3[NH2:64])=[O:24])=[O:16])[C:13]3[C:5](=[CH:4][CH:3]=[CH:2][CH:1]=3)[C:6]=2[CH:7]=[CH:8][CH:9]=1. The yield is 0.580. (6) The reactants are [Br:1][C:2]1[CH:7]=[CH:6][C:5](I)=[C:4]([C:9]([F:12])([F:11])[F:10])[CH:3]=1.[Cl-].[Li+].[Cl-].[CH3:16][C:17]([CH3:22])([CH3:21])[C:18](Cl)=[O:19]. The catalyst is C1COCC1.CCOCC. The product is [Br:1][C:2]1[CH:7]=[CH:6][C:5]([C:18](=[O:19])[C:17]([CH3:22])([CH3:21])[CH3:16])=[C:4]([C:9]([F:12])([F:11])[F:10])[CH:3]=1. The yield is 0.600. (7) The reactants are [C:1]([C:5]1[O:9][N:8]=[C:7]([NH:10][C:11]([NH:13][C:14]2[CH:19]=[CH:18][CH:17]=[C:16]([OH:20])[CH:15]=2)=[O:12])[CH:6]=1)([CH3:4])([CH3:3])[CH3:2].CC(C)([O-])C.[K+].[Cl:27][C:28]1[N:37]=[C:36](Cl)[C:35]2[C:30](=[CH:31][C:32]([O:41][CH3:42])=[C:33]([O:39][CH3:40])[CH:34]=2)[N:29]=1. The catalyst is CN(C=O)C. The product is [C:1]([C:5]1[O:9][N:8]=[C:7]([NH:10][C:11]([NH:13][C:14]2[CH:19]=[CH:18][CH:17]=[C:16]([O:20][C:36]3[C:35]4[C:30](=[CH:31][C:32]([O:41][CH3:42])=[C:33]([O:39][CH3:40])[CH:34]=4)[N:29]=[C:28]([Cl:27])[N:37]=3)[CH:15]=2)=[O:12])[CH:6]=1)([CH3:4])([CH3:2])[CH3:3]. The yield is 0.320. (8) The reactants are [Br:1][CH2:2][CH2:3][C:4]([O:6][CH2:7][CH3:8])=[O:5].[C:9]1([P:15]([C:22]2[CH:27]=[CH:26][CH:25]=[CH:24][CH:23]=2)[C:16]2[CH:21]=[CH:20][CH:19]=[CH:18][CH:17]=2)[CH:14]=[CH:13][CH:12]=[CH:11][CH:10]=1. The catalyst is C1(C)C=CC=CC=1. The product is [Br-:1].[CH2:7]([O:6][C:4]([CH2:3][CH2:2][P+:15]([C:16]1[CH:17]=[CH:18][CH:19]=[CH:20][CH:21]=1)([C:22]1[CH:27]=[CH:26][CH:25]=[CH:24][CH:23]=1)[C:9]1[CH:10]=[CH:11][CH:12]=[CH:13][CH:14]=1)=[O:5])[CH3:8]. The yield is 0.180. (9) The reactants are [CH3:1][C:2]1[CH:7]=[C:6]([CH3:8])[CH:5]=[C:4]([CH3:9])[C:3]=1[N:10]=[C:11]=[O:12].[NH2:13][C:14]1[CH:19]=[C:18]([F:20])[CH:17]=[CH:16][C:15]=1[C:21]([NH:23][C@H:24]([C:32]([O:34][CH3:35])=[O:33])[C@@H:25]([CH3:31])[O:26][C:27]([CH3:30])([CH3:29])[CH3:28])=[O:22].CCCCCC.C(OCC)(=O)C. The catalyst is N1C=CC=CC=1. The product is [CH3:30][C:27]([O:26][C@H:25]([CH3:31])[C@@H:24]([C:32]([O:34][CH3:35])=[O:33])[NH:23][C:21]([C:15]1[CH:16]=[CH:17][C:18]([F:20])=[CH:19][C:14]=1[NH:13][C:11]([NH:10][C:3]1[C:2]([CH3:1])=[CH:7][C:6]([CH3:8])=[CH:5][C:4]=1[CH3:9])=[O:12])=[O:22])([CH3:28])[CH3:29]. The yield is 0.840. (10) The reactants are [NH2:1][C:2]([C@:4]1([CH3:33])[CH2:8][CH2:7][C@H:6]([C:9]2[CH:14]=[CH:13][C:12]([O:15][CH2:16][C:17]3[CH:22]=[CH:21][CH:20]=[CH:19][C:18]=3[F:23])=[C:11]([O:24][CH3:25])[CH:10]=2)[N:5]1C(OC(C)(C)C)=O)=[O:3].C([Cl:37])(C)=O. The catalyst is C(OCC)(=O)C.CO. The product is [ClH:37].[F:23][C:18]1[CH:19]=[CH:20][CH:21]=[CH:22][C:17]=1[CH2:16][O:15][C:12]1[CH:13]=[CH:14][C:9]([C@@H:6]2[NH:5][C@:4]([CH3:33])([C:2]([NH2:1])=[O:3])[CH2:8][CH2:7]2)=[CH:10][C:11]=1[O:24][CH3:25]. The yield is 0.840.